Dataset: Catalyst prediction with 721,799 reactions and 888 catalyst types from USPTO. Task: Predict which catalyst facilitates the given reaction. (1) Reactant: [Cl:1][C:2]1[CH:9]=[C:8](F)[CH:7]=[CH:6][C:3]=1[C:4]#[N:5].[Cl:11][C:12]1[CH:17]=[CH:16][CH:15]=[CH:14][C:13]=1[OH:18].C(=O)([O-])[O-].[K+].[K+]. Product: [Cl:1][C:2]1[CH:9]=[C:8]([O:18][C:13]2[CH:14]=[CH:15][CH:16]=[CH:17][C:12]=2[Cl:11])[CH:7]=[CH:6][C:3]=1[C:4]#[N:5]. The catalyst class is: 16. (2) Reactant: [Cl:1][C:2]1[CH:7]=[CH:6][C:5]([C:8](=[O:14])[CH2:9][CH2:10][C:11]([OH:13])=[O:12])=[CH:4][C:3]=1[N+:15]([O-])=O.S(=O)(O)[O-].[Na+]. Product: [NH2:15][C:3]1[CH:4]=[C:5]([C:8](=[O:14])[CH2:9][CH2:10][C:11]([OH:13])=[O:12])[CH:6]=[CH:7][C:2]=1[Cl:1]. The catalyst class is: 223. (3) Reactant: Br[C:2]1[C:10]2[C:5](=[C:6]([O:18][C:19]3[CH:24]=[CH:23][C:22]([S:25]([CH3:28])(=[O:27])=[O:26])=[CH:21][CH:20]=3)[CH:7]=[C:8]([C:11]3[C:16]([Cl:17])=[CH:15][CH:14]=[CH:13][N:12]=3)[CH:9]=2)[N:4]([CH3:29])[N:3]=1.[NH2:30][C:31]1[CH:35]=[CH:34][N:33]([CH3:36])[N:32]=1.C1(P(C2C=CC=CC=2)C2C3OC4C(=CC=CC=4P(C4C=CC=CC=4)C4C=CC=CC=4)C(C)(C)C=3C=CC=2)C=CC=CC=1.C(=O)([O-])[O-].[Cs+].[Cs+]. Product: [Cl:17][C:16]1[C:11]([C:8]2[CH:9]=[C:10]3[C:5](=[C:6]([O:18][C:19]4[CH:24]=[CH:23][C:22]([S:25]([CH3:28])(=[O:27])=[O:26])=[CH:21][CH:20]=4)[CH:7]=2)[N:4]([CH3:29])[N:3]=[C:2]3[NH:30][C:31]2[CH:35]=[CH:34][N:33]([CH3:36])[N:32]=2)=[N:12][CH:13]=[CH:14][CH:15]=1. The catalyst class is: 62. (4) Reactant: [NH2:1][C:2]1[N:7]=[CH:6][C:5]([C:8]#[CH:9])=[CH:4][N:3]=1.I[C:11]1[CH:12]=[C:13]([CH2:17][C:18]([OH:20])=[O:19])[CH:14]=[CH:15][CH:16]=1.C(N(CC)CC)C. Product: [NH2:1][C:2]1[N:7]=[CH:6][C:5]([C:8]#[C:9][C:11]2[CH:12]=[C:13]([CH2:17][C:18]([OH:20])=[O:19])[CH:14]=[CH:15][CH:16]=2)=[CH:4][N:3]=1. The catalyst class is: 870.